Dataset: Full USPTO retrosynthesis dataset with 1.9M reactions from patents (1976-2016). Task: Predict the reactants needed to synthesize the given product. (1) Given the product [CH3:9][O:10][C:11](=[O:33])[C@H:12]([CH2:29][CH2:30][S:31][CH3:32])[NH:13][C:14](=[O:28])[C:15]1[CH:20]=[CH:19][C:18]([C:2]2[C:3]([CH2:7][NH2:36])=[CH:4][CH:5]=[CH:6][N:1]=2)=[CH:17][C:16]=1[C:22]1[CH:27]=[CH:26][CH:25]=[CH:24][CH:23]=1, predict the reactants needed to synthesize it. The reactants are: [N:1]1[CH:6]=[CH:5][CH:4]=[C:3]([CH:7]=O)[CH:2]=1.[CH3:9][O:10][C:11](=[O:33])[C@H:12]([CH2:29][CH2:30][S:31][CH3:32])[NH:13][C:14](=[O:28])[C:15]1[CH:20]=[CH:19][C:18](N)=[CH:17][C:16]=1[C:22]1[CH:27]=[CH:26][CH:25]=[CH:24][CH:23]=1.[BH3-]C#[N:36].[Na+].C([O-])(O)=O.[Na+]. (2) Given the product [NH2:11][C@H:12]1[CH2:18][CH2:17][C@@H:16]2[CH2:19][C@H:13]1[C:14](=[O:27])[N:15]2[C:20]([O:22][C:23]([CH3:25])([CH3:24])[CH3:26])=[O:21], predict the reactants needed to synthesize it. The reactants are: C(OC([NH:11][C@H:12]1[CH2:18][CH2:17][C@@H:16]2[CH2:19][C@H:13]1[C:14](=[O:27])[N:15]2[C:20]([O:22][C:23]([CH3:26])([CH3:25])[CH3:24])=[O:21])=O)C1C=CC=CC=1. (3) Given the product [C:13]([C:2]1[CH:3]=[CH:4][C:5]([C:8]([O:10][CH3:11])=[O:9])=[N:6][CH:7]=1)#[N:14], predict the reactants needed to synthesize it. The reactants are: Br[C:2]1[CH:3]=[CH:4][C:5]([C:8]([O:10][CH3:11])=[O:9])=[N:6][CH:7]=1.[Cu](C#N)[C:13]#[N:14]. (4) Given the product [C:1]([O:4][C@@H:5]1[C@@H:19]([O:20][C:21](=[O:23])[CH3:22])[C@H:18]([O:24][C:25](=[O:27])[CH3:26])[CH2:17][S:16][C@H:6]1[O:7][C:8]1[CH:13]=[C:12]([C:33]2[CH:32]=[CH:31][N:30]=[C:29]([CH3:28])[CH:34]=2)[CH:11]=[CH:10][C:9]=1[Cl:15])(=[O:3])[CH3:2], predict the reactants needed to synthesize it. The reactants are: [C:1]([O:4][C@@H:5]1[C@@H:19]([O:20][C:21](=[O:23])[CH3:22])[C@H:18]([O:24][C:25](=[O:27])[CH3:26])[CH2:17][S:16][C@H:6]1[O:7][C:8]1[CH:13]=[C:12](Br)[CH:11]=[CH:10][C:9]=1[Cl:15])(=[O:3])[CH3:2].[CH3:28][C:29]1[CH:34]=[C:33](B(O)O)[CH:32]=[CH:31][N:30]=1. (5) Given the product [Cl:17][C:13]1[CH:12]=[C:11]([C:8]2[N:6]3[N:7]=[C:2]([NH:18][CH:19]4[CH2:24][CH2:23][C:22](=[O:25])[CH2:21][CH2:20]4)[CH:3]=[CH:4][C:5]3=[N:10][CH:9]=2)[CH:16]=[CH:15][CH:14]=1, predict the reactants needed to synthesize it. The reactants are: Cl[C:2]1[CH:3]=[CH:4][C:5]2[N:6]([C:8]([C:11]3[CH:16]=[CH:15][CH:14]=[C:13]([Cl:17])[CH:12]=3)=[CH:9][N:10]=2)[N:7]=1.[NH2:18][CH:19]1[CH2:24][CH2:23][C:22](=[O:25])[CH2:21][CH2:20]1.C([O-])(O)=O.[Na+]. (6) Given the product [Cl:21][C:11]1[C:12]([O:14][C:15]2[N:20]=[CH:19][CH:18]=[CH:17][N:16]=2)=[CH:13][C:8]([N:7]2[C:6](=[O:23])[CH:5]=[C:4]([C:24]([F:27])([F:26])[F:25])[N:3]=[C:2]2[O:32][N:31]=[C:29]([CH3:30])[CH3:28])=[C:9]([F:22])[CH:10]=1, predict the reactants needed to synthesize it. The reactants are: Cl[C:2]1[N:7]([C:8]2[CH:13]=[C:12]([O:14][C:15]3[N:20]=[CH:19][CH:18]=[CH:17][N:16]=3)[C:11]([Cl:21])=[CH:10][C:9]=2[F:22])[C:6](=[O:23])[CH:5]=[C:4]([C:24]([F:27])([F:26])[F:25])[N:3]=1.[CH3:28][C:29](=[N:31][OH:32])[CH3:30].C(=O)([O-])[O-].[K+].[K+].O1CCCC1.